Dataset: Reaction yield outcomes from USPTO patents with 853,638 reactions. Task: Predict the reaction yield, written as a fraction of the theoretical maximum amount of product (1.0 means a 100% yield; for example, 0.34 means a 34% yield). (1) The reactants are OC(C(F)(F)F)=O.[OH:8][C@H:9]1[C@H:14]([N:15]2[CH2:19][CH2:18][O:17][C:16]2=[O:20])[CH2:13][CH2:12][NH:11][CH2:10]1.[Cl:21][C:22]1[N:26]2[CH:27]=[C:28]([CH2:35][CH:36]([CH3:38])[CH3:37])[CH:29]=[C:30]([C:31]([F:34])([F:33])[F:32])[C:25]2=[N:24][C:23]=1[C:39](O)=[O:40].CCN(C(C)C)C(C)C.CN(C(ON1N=NC2C=CC=NC1=2)=[N+](C)C)C.F[P-](F)(F)(F)(F)F. The catalyst is CN(C=O)C.CCOC(C)=O. The product is [Cl:21][C:22]1[N:26]2[CH:27]=[C:28]([CH2:35][CH:36]([CH3:37])[CH3:38])[CH:29]=[C:30]([C:31]([F:33])([F:32])[F:34])[C:25]2=[N:24][C:23]=1[C:39]([N:11]1[CH2:12][CH2:13][C@@H:14]([N:15]2[CH2:19][CH2:18][O:17][C:16]2=[O:20])[C@H:9]([OH:8])[CH2:10]1)=[O:40]. The yield is 0.300. (2) The reactants are [CH3:1][C:2]1([CH3:15])[CH2:13][C:12]2[CH:11]=[C:10]3[N:5]([CH2:6][CH2:7][NH:8][C:9]3=[O:14])[C:4]=2[CH2:3]1.[C:16]([O:19][CH2:20][C:21]1[C:26]([Br:27])=[CH:25][CH:24]=[CH:23][C:22]=1Br)(=[O:18])[CH3:17]. The product is [C:16]([O:19][CH2:20][C:21]1[C:22]([N:8]2[CH2:7][CH2:6][N:5]3[C:10](=[CH:11][C:12]4[CH2:13][C:2]([CH3:15])([CH3:1])[CH2:3][C:4]=43)[C:9]2=[O:14])=[CH:23][CH:24]=[CH:25][C:26]=1[Br:27])(=[O:18])[CH3:17]. The catalyst is [Cu]I.COCCOC. The yield is 0.320. (3) The reactants are [CH3:1][O:2][C:3]1[CH:4]=[C:5]([NH:11][C:12]2[C:13]3[N:41]=[CH:40][S:39][C:14]=3[N:15]=[C:16]([N:18]3[CH2:23][CH2:22][CH2:21][CH:20]([C:24]([NH:26][C:27]4[CH:36]=[CH:35][C:30]([C:31]([O:33]C)=[O:32])=[C:29]([O:37][CH3:38])[CH:28]=4)=[O:25])[CH2:19]3)[N:17]=2)[CH:6]=[CH:7][C:8]=1[O:9][CH3:10].[OH-].[Na+]. The catalyst is O1CCOCC1.O. The product is [CH3:1][O:2][C:3]1[CH:4]=[C:5]([NH:11][C:12]2[C:13]3[N:41]=[CH:40][S:39][C:14]=3[N:15]=[C:16]([N:18]3[CH2:23][CH2:22][CH2:21][CH:20]([C:24]([NH:26][C:27]4[CH:36]=[CH:35][C:30]([C:31]([OH:33])=[O:32])=[C:29]([O:37][CH3:38])[CH:28]=4)=[O:25])[CH2:19]3)[N:17]=2)[CH:6]=[CH:7][C:8]=1[O:9][CH3:10]. The yield is 0.548. (4) The reactants are [CH3:1][O:2][C:3](=[O:25])[CH:4]([O:6][C:7]1[CH:12]=[CH:11][C:10]([NH:13][C:14](=[O:24])[CH2:15][O:16]CC2C=CC=CC=2)=[CH:9][CH:8]=1)[CH3:5]. The catalyst is CO.[Pd]. The product is [CH3:1][O:2][C:3](=[O:25])[CH:4]([O:6][C:7]1[CH:12]=[CH:11][C:10]([NH:13][C:14](=[O:24])[CH2:15][OH:16])=[CH:9][CH:8]=1)[CH3:5]. The yield is 0.363. (5) The reactants are [CH2:1]([O:3][C:4](=[O:13])[CH2:5][C@H:6]1[CH2:11][CH2:10][C@H:9]([NH2:12])[CH2:8][CH2:7]1)[CH3:2].[C:14]([O:18][C:19](O[C:19]([O:18][C:14]([CH3:17])([CH3:16])[CH3:15])=[O:20])=[O:20])([CH3:17])([CH3:16])[CH3:15].C(N(CC)CC)C.O. The catalyst is ClCCl.CN(C)C1C=CN=CC=1. The product is [CH2:1]([O:3][C:4](=[O:13])[CH2:5][C@H:6]1[CH2:7][CH2:8][C@H:9]([NH:12][C:19]([O:18][C:14]([CH3:17])([CH3:16])[CH3:15])=[O:20])[CH2:10][CH2:11]1)[CH3:2]. The yield is 0.600. (6) The reactants are [CH2:1]([OH:5])[C:2]#[C:3][CH3:4].O[C:7]1[CH:8]=[CH:9][C:10]([C:13]([O:15][CH3:16])=[O:14])=[N:11][CH:12]=1.C1(P(C2C=CC=CC=2)C2C=CC=CC=2)C=CC=CC=1.N(C(OC(C)C)=O)=NC(OC(C)C)=O. The catalyst is C1COCC1. The product is [CH2:1]([O:5][C:7]1[CH:8]=[CH:9][C:10]([C:13]([O:15][CH3:16])=[O:14])=[N:11][CH:12]=1)[C:2]#[C:3][CH3:4]. The yield is 0.820. (7) The reactants are [CH2:1]([N:3]1[C:11]2[C:6](=[CH:7][CH:8]=[C:9]([O:12][CH3:13])[CH:10]=2)[C:5]([C:14]#[N:15])=[CH:4]1)[CH3:2].Cl.C(N(CC)CC)C.[N-:24]=[N+:25]=[N-:26].[Na+]. The catalyst is C1(C)C=CC=CC=1.C([O-])(O)=O.[Na+]. The product is [CH2:1]([N:3]1[C:11]2[C:6](=[CH:7][CH:8]=[C:9]([O:12][CH3:13])[CH:10]=2)[C:5]([C:14]2[NH:26][N:25]=[N:24][N:15]=2)=[CH:4]1)[CH3:2]. The yield is 0.450. (8) The reactants are [C:1]1([C:7]2[NH:8][CH:9]=[C:10]([CH:12]=O)[N:11]=2)[CH:6]=[CH:5][CH:4]=[CH:3][CH:2]=1.[CH3:14][NH2:15].CO.[BH4-].[Na+].[ClH:20]. The catalyst is C(O)C. The product is [ClH:20].[ClH:20].[CH3:14][NH:15][CH2:12][C:10]1[N:11]=[C:7]([C:1]2[CH:6]=[CH:5][CH:4]=[CH:3][CH:2]=2)[NH:8][CH:9]=1. The yield is 0.410.